This data is from NCI-60 drug combinations with 297,098 pairs across 59 cell lines. The task is: Regression. Given two drug SMILES strings and cell line genomic features, predict the synergy score measuring deviation from expected non-interaction effect. (1) Drug 1: CN1C2=C(C=C(C=C2)N(CCCl)CCCl)N=C1CCCC(=O)O.Cl. Drug 2: C1=NC2=C(N1)C(=S)N=CN2. Cell line: HCT116. Synergy scores: CSS=35.5, Synergy_ZIP=-5.73, Synergy_Bliss=-14.6, Synergy_Loewe=-55.7, Synergy_HSA=-13.2. (2) Drug 1: C1=CC(=CC=C1CCC2=CNC3=C2C(=O)NC(=N3)N)C(=O)NC(CCC(=O)O)C(=O)O. Drug 2: COC1=CC(=CC(=C1O)OC)C2C3C(COC3=O)C(C4=CC5=C(C=C24)OCO5)OC6C(C(C7C(O6)COC(O7)C8=CC=CS8)O)O. Cell line: SF-539. Synergy scores: CSS=47.3, Synergy_ZIP=-1.25, Synergy_Bliss=-2.94, Synergy_Loewe=-2.55, Synergy_HSA=3.08. (3) Drug 1: CC1=CC=C(C=C1)C2=CC(=NN2C3=CC=C(C=C3)S(=O)(=O)N)C(F)(F)F. Drug 2: C1C(C(OC1N2C=NC3=C(N=C(N=C32)Cl)N)CO)O. Cell line: MALME-3M. Synergy scores: CSS=28.0, Synergy_ZIP=-4.82, Synergy_Bliss=-1.64, Synergy_Loewe=-34.3, Synergy_HSA=-1.20. (4) Drug 1: CCC1(CC2CC(C3=C(CCN(C2)C1)C4=CC=CC=C4N3)(C5=C(C=C6C(=C5)C78CCN9C7C(C=CC9)(C(C(C8N6C)(C(=O)OC)O)OC(=O)C)CC)OC)C(=O)OC)O.OS(=O)(=O)O. Drug 2: CCCCC(=O)OCC(=O)C1(CC(C2=C(C1)C(=C3C(=C2O)C(=O)C4=C(C3=O)C=CC=C4OC)O)OC5CC(C(C(O5)C)O)NC(=O)C(F)(F)F)O. Cell line: MDA-MB-231. Synergy scores: CSS=24.4, Synergy_ZIP=1.64, Synergy_Bliss=1.63, Synergy_Loewe=-2.60, Synergy_HSA=-2.41. (5) Drug 1: CCCCC(=O)OCC(=O)C1(CC(C2=C(C1)C(=C3C(=C2O)C(=O)C4=C(C3=O)C=CC=C4OC)O)OC5CC(C(C(O5)C)O)NC(=O)C(F)(F)F)O. Drug 2: CC1C(C(CC(O1)OC2CC(CC3=C2C(=C4C(=C3O)C(=O)C5=CC=CC=C5C4=O)O)(C(=O)C)O)N)O. Cell line: SF-268. Synergy scores: CSS=32.5, Synergy_ZIP=-0.0863, Synergy_Bliss=-0.748, Synergy_Loewe=-12.0, Synergy_HSA=-0.277. (6) Drug 1: C1=NC2=C(N1)C(=S)N=C(N2)N. Drug 2: CC1C(C(=O)NC(C(=O)N2CCCC2C(=O)N(CC(=O)N(C(C(=O)O1)C(C)C)C)C)C(C)C)NC(=O)C3=C4C(=C(C=C3)C)OC5=C(C(=O)C(=C(C5=N4)C(=O)NC6C(OC(=O)C(N(C(=O)CN(C(=O)C7CCCN7C(=O)C(NC6=O)C(C)C)C)C)C(C)C)C)N)C. Cell line: SK-MEL-28. Synergy scores: CSS=14.8, Synergy_ZIP=2.34, Synergy_Bliss=9.34, Synergy_Loewe=7.83, Synergy_HSA=7.59. (7) Drug 1: CC(CN1CC(=O)NC(=O)C1)N2CC(=O)NC(=O)C2. Drug 2: C1C(C(OC1N2C=NC3=C(N=C(N=C32)Cl)N)CO)O. Cell line: RXF 393. Synergy scores: CSS=23.9, Synergy_ZIP=0.528, Synergy_Bliss=3.27, Synergy_Loewe=4.43, Synergy_HSA=4.81.